The task is: Predict the product of the given reaction.. This data is from Forward reaction prediction with 1.9M reactions from USPTO patents (1976-2016). (1) Given the reactants [CH2:1]([N:8]1[CH2:13][CH2:12][CH:11]([O:14][C:15]2[N:20]=[C:19]([NH2:21])[CH:18]=[CH:17][CH:16]=2)[CH2:10][C:9]1([CH3:23])[CH3:22])[C:2]1[CH:7]=[CH:6][CH:5]=[CH:4][CH:3]=1.[Cl:24][C:25]1[CH:33]=[C:32]([F:34])[CH:31]=[CH:30][C:26]=1[C:27](Cl)=[O:28], predict the reaction product. The product is: [CH2:1]([N:8]1[CH2:13][CH2:12][CH:11]([O:14][C:15]2[N:20]=[C:19]([NH:21][C:27](=[O:28])[C:26]3[CH:30]=[CH:31][C:32]([F:34])=[CH:33][C:25]=3[Cl:24])[CH:18]=[CH:17][CH:16]=2)[CH2:10][C:9]1([CH3:23])[CH3:22])[C:2]1[CH:7]=[CH:6][CH:5]=[CH:4][CH:3]=1. (2) Given the reactants [CH2:1]([N:8]1[CH2:17][CH2:16][C:15]2[N:14]=[C:13]([NH:18][CH:19]([CH3:21])[CH3:20])[CH:12]=[CH:11][C:10]=2[CH2:9]1)[C:2]1[CH:7]=[CH:6][CH:5]=[CH:4][CH:3]=1.C=O.[C:24](O[BH-](OC(=O)C)OC(=O)C)(=O)C.[Na+].C(O)(=O)C, predict the reaction product. The product is: [CH2:1]([N:8]1[CH2:17][CH2:16][C:15]2[N:14]=[C:13]([N:18]([CH:19]([CH3:21])[CH3:20])[CH3:24])[CH:12]=[CH:11][C:10]=2[CH2:9]1)[C:2]1[CH:3]=[CH:4][CH:5]=[CH:6][CH:7]=1. (3) Given the reactants [Li+].[C:2]([O:6][C:7]([C:9]1[S:13][C:12]([CH2:14][N:15]([CH3:24])[C@H:16]([C:21]([O-:23])=O)[CH2:17][CH:18]([CH3:20])[CH3:19])=[CH:11][CH:10]=1)=[O:8])([CH3:5])([CH3:4])[CH3:3].Cl.[CH3:26][O:27][C:28](=[O:36])[C@H:29]([CH2:31][C:32]([O:34][CH3:35])=[O:33])[NH2:30].CCN=C=NCCCN(C)C.Cl.O.ON1C2C=CC=CC=2N=N1.C(N(CC)C(C)C)(C)C, predict the reaction product. The product is: [CH3:26][O:27][C:28](=[O:36])[C@H:29]([CH2:31][C:32]([O:34][CH3:35])=[O:33])[NH:30][C:21](=[O:23])[C@H:16]([CH2:17][CH:18]([CH3:19])[CH3:20])[N:15]([CH2:14][C:12]1[S:13][C:9]([C:7]([O:6][C:2]([CH3:3])([CH3:4])[CH3:5])=[O:8])=[CH:10][CH:11]=1)[CH3:24]. (4) The product is: [CH2:19]([C:17]1[N:18]=[C:12]2[CH2:11][CH:10]([CH2:9][NH:8][C:6](=[O:7])[C:5]3[CH:27]=[CH:28][C:2]([OH:1])=[CH:3][CH:4]=3)[CH2:15][CH2:14][N:13]2[CH:16]=1)[C:20]1[CH:21]=[CH:22][CH:23]=[CH:24][CH:25]=1. Given the reactants [OH:1][C:2]1[CH:28]=[CH:27][C:5]([C:6]([NH:8][CH2:9][C:10]2[CH:15]=[CH:14][N:13]3[CH:16]=[C:17]([CH:19](O)[C:20]4[CH:25]=[CH:24][CH:23]=[CH:22][CH:21]=4)[N:18]=[C:12]3[CH:11]=2)=[O:7])=[CH:4][CH:3]=1, predict the reaction product. (5) Given the reactants [F:1][C:2]([F:26])([F:25])[C:3]1[CH:4]=[C:5]2[C:9](=[CH:10][CH:11]=1)[N:8]([CH2:12][C:13]1[CH:18]=[CH:17][CH:16]=[C:15]([CH3:19])[CH:14]=1)[C:7]([C:20](OCC)=[O:21])=[CH:6]2.CC(C)(C)C([O:31][CH2:32][C:33]1[S:34][C:35]2[C:40]([N:41]=1)=[CH:39][C:38]([NH2:42])=[CH:37][N:36]=2)=O.C[Al](C)C, predict the reaction product. The product is: [OH:31][CH2:32][C:33]1[S:34][C:35]2[C:40]([N:41]=1)=[CH:39][C:38]([NH:42][C:20]([C:7]1[N:8]([CH2:12][C:13]3[CH:18]=[CH:17][CH:16]=[C:15]([CH3:19])[CH:14]=3)[C:9]3[C:5]([CH:6]=1)=[CH:4][C:3]([C:2]([F:1])([F:26])[F:25])=[CH:11][CH:10]=3)=[O:21])=[CH:37][N:36]=2. (6) Given the reactants [Cl:1][C:2]1[CH:3]=[C:4]2[C:14](=[CH:15][CH:16]=1)[C:8]1([CH2:13][CH2:12][O:11][CH2:10][CH2:9]1)[C:7](=[O:17])[C:6]([C:18]([NH:20][C@@H:21]([C:23]([O:25]C(C)(C)C)=[O:24])[CH3:22])=[O:19])=[C:5]2[OH:30], predict the reaction product. The product is: [Cl:1][C:2]1[CH:3]=[C:4]2[C:14](=[CH:15][CH:16]=1)[C:8]1([CH2:9][CH2:10][O:11][CH2:12][CH2:13]1)[C:7](=[O:17])[C:6]([C:18]([NH:20][C@@H:21]([C:23]([OH:25])=[O:24])[CH3:22])=[O:19])=[C:5]2[OH:30]. (7) Given the reactants [O:1]1[CH2:6][CH2:5][CH2:4][CH2:3][CH:2]1[CH2:7][OH:8].C(N(CC)CC)C.[S:16](Cl)([CH3:19])(=[O:18])=[O:17].O, predict the reaction product. The product is: [O:1]1[CH2:6][CH2:5][CH2:4][CH2:3][CH:2]1[CH2:7][O:8][S:16]([CH3:19])(=[O:18])=[O:17]. (8) Given the reactants [CH:1]1[CH:2]=[CH:3][C:4]2[O:12][C:10](=[O:11])[NH:9][C:7](=[O:8])[C:5]=2[CH:6]=1.Br[CH2:14][CH2:15][CH2:16][CH2:17][CH2:18][CH2:19][CH2:20][CH2:21][CH2:22][OH:23].C(=O)([O-])[O-].[Na+].[Na+].C(OCC)(=O)C.CCCCCCC, predict the reaction product. The product is: [OH:23][CH2:22][CH2:21][CH2:20][CH2:19][CH2:18][CH2:17][CH2:16][CH2:15][CH2:14][N:9]1[C:7](=[O:8])[C:5]2[CH:6]=[CH:1][CH:2]=[CH:3][C:4]=2[O:12][C:10]1=[O:11].